This data is from Full USPTO retrosynthesis dataset with 1.9M reactions from patents (1976-2016). The task is: Predict the reactants needed to synthesize the given product. (1) Given the product [OH:9][CH2:8][C:5]1[CH:6]=[CH:7][C:2]([NH:1][C:19](=[O:20])[O:21][C:22]([CH3:25])([CH3:24])[CH3:23])=[CH:3][CH:4]=1, predict the reactants needed to synthesize it. The reactants are: [NH2:1][C:2]1[CH:7]=[CH:6][C:5]([CH2:8][OH:9])=[CH:4][CH:3]=1.C(N(C(C)C)CC)(C)C.[C:19](O[C:19]([O:21][C:22]([CH3:25])([CH3:24])[CH3:23])=[O:20])([O:21][C:22]([CH3:25])([CH3:24])[CH3:23])=[O:20].C(OCC)(=O)C. (2) Given the product [CH2:22]([CH:6]([CH:7]([OH:21])[CH2:8][CH2:9][CH2:10][CH2:11][CH2:12][O:13][CH2:14][C:15]1[CH:16]=[CH:17][CH:18]=[CH:19][CH:20]=1)[C:5]([OH:29])=[O:4])[C:23]1[CH:24]=[CH:25][CH:26]=[CH:27][CH:28]=1, predict the reactants needed to synthesize it. The reactants are: [OH-].[Li+].C[O:4][C:5](=[O:29])[CH:6]([CH2:22][C:23]1[CH:28]=[CH:27][CH:26]=[CH:25][CH:24]=1)[CH:7]([OH:21])[CH2:8][CH2:9][CH2:10][CH2:11][CH2:12][O:13][CH2:14][C:15]1[CH:20]=[CH:19][CH:18]=[CH:17][CH:16]=1.C(O)(=O)CC(CC(O)=O)(C(O)=O)O. (3) Given the product [CH2:16]([N:6]1[CH2:7][CH2:8][N:15]2[C:13](=[O:14])[C:3]3[CH:4]=[N:5][N:6]([CH:7]([CH3:8])[CH3:12])[C:2]=3[N:1]=[C:3]2[CH2:2]1)[CH:17]([CH3:19])[CH3:18], predict the reactants needed to synthesize it. The reactants are: [NH2:1][C:2]1[N:6]([C:7]2[CH:12]=CC=C[CH:8]=2)[N:5]=[CH:4][C:3]=1[C:13]([NH2:15])=[O:14].[CH:16](=O)[CH:17]([CH3:19])[CH3:18].C=O. (4) Given the product [CH3:12][O:13][N:14]=[C:15]1[C:23]2[C:18](=[CH:19][C:20](/[CH:24]=[CH:10]/[C:9]([C:6]3[CH:7]=[N:8][C:3]([S:2][CH3:1])=[N:4][CH:5]=3)=[O:11])=[CH:21][CH:22]=2)[CH2:17][CH2:16]1, predict the reactants needed to synthesize it. The reactants are: [CH3:1][S:2][C:3]1[N:8]=[CH:7][C:6]([C:9](=[O:11])[CH3:10])=[CH:5][N:4]=1.[CH3:12][O:13][N:14]=[C:15]1[C:23]2[C:18](=[CH:19][C:20]([CH:24]=O)=[CH:21][CH:22]=2)[CH2:17][CH2:16]1. (5) Given the product [N:1]1([C:5]2[N:14]=[C:13]3[C:8]([C:9](=[O:24])[C:10]([C:19]([OH:21])=[O:20])=[CH:11][NH:12]3)=[CH:7][C:6]=2[Br:25])[CH2:4][CH2:3][CH2:2]1, predict the reactants needed to synthesize it. The reactants are: [N:1]1([C:5]2[N:14]=[C:13]3[C:8]([C:9](=[O:24])[C:10]([C:19]([O:21]CC)=[O:20])=[CH:11][N:12]3CCC#N)=[CH:7][C:6]=2[Br:25])[CH2:4][CH2:3][CH2:2]1.[Li+].[OH-].C(O)(=O)CC(CC(O)=O)(C(O)=O)O. (6) The reactants are: [BH4-].[Na+].[CH:3]([C:5]1[C:9]([C:10]([O:12][CH2:13][CH3:14])=[O:11])=[CH:8][N:7]([CH2:15][O:16][CH3:17])[N:6]=1)=[O:4].C(C1N(COC)N=CC=1C(OCC)=O)=O. Given the product [OH:4][CH2:3][C:5]1[C:9]([C:10]([O:12][CH2:13][CH3:14])=[O:11])=[CH:8][N:7]([CH2:15][O:16][CH3:17])[N:6]=1, predict the reactants needed to synthesize it. (7) Given the product [Cl:1][C:2]1[CH:7]=[C:6]([I:17])[CH:5]=[C:4]([Cl:8])[C:3]=1[OH:9], predict the reactants needed to synthesize it. The reactants are: [Cl:1][C:2]1[CH:7]=[CH:6][CH:5]=[C:4]([Cl:8])[C:3]=1[OH:9].C1C(=O)N([I:17])C(=O)C1.